Task: Regression. Given a peptide amino acid sequence and an MHC pseudo amino acid sequence, predict their binding affinity value. This is MHC class II binding data.. Dataset: Peptide-MHC class II binding affinity with 134,281 pairs from IEDB (1) The peptide sequence is TMAEVRLAAMFFCAVKK. The MHC is DRB1_0801 with pseudo-sequence DRB1_0801. The binding affinity (normalized) is 0.473. (2) The binding affinity (normalized) is 0.156. The peptide sequence is SPEVIPMFSALSE. The MHC is HLA-DQA10102-DQB10502 with pseudo-sequence HLA-DQA10102-DQB10502. (3) The peptide sequence is ASIIRLVGAVLAEQH. The MHC is HLA-DQA10101-DQB10501 with pseudo-sequence HLA-DQA10101-DQB10501. The binding affinity (normalized) is 0.455. (4) The MHC is DRB1_1101 with pseudo-sequence DRB1_1101. The peptide sequence is YHFDLSGHAFGAMAKKGDEQ. The binding affinity (normalized) is 0.538. (5) The peptide sequence is PQLTKNAGVLTCSLS. The binding affinity (normalized) is 0.165. The MHC is DRB1_0301 with pseudo-sequence DRB1_0301. (6) The peptide sequence is GYKVQTNGPWMQVPL. The MHC is HLA-DQA10103-DQB10603 with pseudo-sequence HLA-DQA10103-DQB10603. The binding affinity (normalized) is 0.408. (7) The peptide sequence is KKGLNWITKVIMGAVLI. The MHC is DRB1_1301 with pseudo-sequence DRB1_1301. The binding affinity (normalized) is 0.671. (8) The binding affinity (normalized) is 0.00902. The peptide sequence is AAATAGTTVYGAFAA. The MHC is DRB3_0202 with pseudo-sequence DRB3_0202.